Dataset: Forward reaction prediction with 1.9M reactions from USPTO patents (1976-2016). Task: Predict the product of the given reaction. (1) Given the reactants C([O:3][C:4](=O)[CH:5]([C:7]1[CH:12]=[CH:11][C:10]([NH2:13])=[CH:9][CH:8]=1)[CH3:6])C.[H-].[Al+3].[Li+].[H-].[H-].[H-], predict the reaction product. The product is: [NH2:13][C:10]1[CH:9]=[CH:8][C:7]([CH:5]([CH3:6])[CH2:4][OH:3])=[CH:12][CH:11]=1. (2) Given the reactants [I:1][C:2]1[CH:8]=[CH:7][C:5]([NH2:6])=[CH:4][CH:3]=1.[C:9](N1C=CN=C1)([N:11]1C=CN=C1)=[S:10].N, predict the reaction product. The product is: [I:1][C:2]1[CH:8]=[CH:7][C:5]([NH:6][C:9]([NH2:11])=[S:10])=[CH:4][CH:3]=1. (3) Given the reactants [CH3:1][O:2][C:3]1[CH:8]=[C:7]([CH2:9][NH2:10]=[O:11])[CH:6]=[CH:5][N:4]=1.[OH:12][CH2:13][C:14]1[CH:15]=[N:16][CH:17]=[CH:18][CH:19]=1.[C:20](C1NC=CN=1)(C1NC=CN=1)=[O:21].C1CCN2C(=NCCC2)CC1, predict the reaction product. The product is: [CH3:1][O:2][C:3]1[CH:8]=[C:7]([CH2:9][NH+:10]([O-:11])[C:20](=[O:21])[O:12][CH2:13][C:14]2[CH:15]=[N:16][CH:17]=[CH:18][CH:19]=2)[CH:6]=[CH:5][N:4]=1. (4) Given the reactants [F:1][C:2]1[CH:7]=[CH:6][C:5]([CH:8]([N:10]2[CH2:15][CH2:14][N:13]([C:16]3[N:21]=[CH:20][N:19]=[C:18]([O:22][C:23]4[C:28]5[N:29]=[C:30]([NH2:32])[O:31][C:27]=5[CH:26]=[CH:25][CH:24]=4)[CH:17]=3)[CH2:12][CH2:11]2)[CH3:9])=[CH:4][CH:3]=1.[C:33](OC(=O)C)(=[O:35])[CH3:34], predict the reaction product. The product is: [F:1][C:2]1[CH:7]=[CH:6][C:5]([CH:8]([N:10]2[CH2:15][CH2:14][N:13]([C:16]3[N:21]=[CH:20][N:19]=[C:18]([O:22][C:23]4[C:28]5[N:29]=[C:30]([NH:32][C:33](=[O:35])[CH3:34])[O:31][C:27]=5[CH:26]=[CH:25][CH:24]=4)[CH:17]=3)[CH2:12][CH2:11]2)[CH3:9])=[CH:4][CH:3]=1. (5) The product is: [C:25]1([CH2:31][CH2:32][C:33]([NH:1][C:2]2[CH:7]=[CH:6][C:5]([N:8]3[C:14](=[O:15])[CH2:13][C:12](=[O:16])[NH:11][C:10]4[C:17]5[C:22]([CH:23]=[CH:24][C:9]3=4)=[CH:21][CH:20]=[CH:19][CH:18]=5)=[CH:4][CH:3]=2)=[O:34])[CH:30]=[CH:29][CH:28]=[CH:27][CH:26]=1. Given the reactants [NH2:1][C:2]1[CH:7]=[CH:6][C:5]([N:8]2[C:14](=[O:15])[CH2:13][C:12](=[O:16])[NH:11][C:10]3[C:17]4[C:22]([CH:23]=[CH:24][C:9]2=3)=[CH:21][CH:20]=[CH:19][CH:18]=4)=[CH:4][CH:3]=1.[C:25]1([CH2:31][CH2:32][C:33](Cl)=[O:34])[CH:30]=[CH:29][CH:28]=[CH:27][CH:26]=1.C(NC1C=CC(N2C(=O)CC(=O)NC3C4C(C=CC2=3)=CC=CC=4)=CC=1)(=O)C1C=CC=CC=1, predict the reaction product. (6) Given the reactants [NH:1]1[C:11]2[C:6](=[CH:7][CH:8]=[CH:9][CH:10]=2)[C:4](=O)[C:2]1=[O:3].ClC(Cl)(Cl)C(O)O.Cl.[NH2:20][OH:21].S([O-])([O-])(=O)=O.[Na+].[Na+].C1(N)C2CCCCC=2C=CC=1, predict the reaction product. The product is: [CH:8]1[CH:7]=[CH:6][C:11]([NH:1][C:2](/[CH:4]=[N:20]/[OH:21])=[O:3])=[CH:10][CH:9]=1. (7) Given the reactants [OH:1][C:2]1[CH:3]=[C:4]2[C:8](=[CH:9][CH:10]=1)[N:7]([CH2:11][C:12]1[CH:29]=[CH:28][C:15]([O:16][CH2:17][CH2:18][N:19]3[C:25](=O)[CH2:24][CH2:23][CH2:22][CH2:21][C:20]3=O)=[CH:14][CH:13]=1)[C:6]([C:30]1[CH:35]=[CH:34][C:33]([OH:36])=[CH:32][CH:31]=1)=[C:5]2[CH3:37].B, predict the reaction product. The product is: [CH3:37][C:5]1[C:4]2[CH:3]=[C:2]([OH:1])[CH:10]=[CH:9][C:8]=2[N:7]([CH2:11][C:12]2[CH:13]=[CH:14][C:15]([O:16][CH2:17][CH2:18][N:19]3[CH2:20][CH2:21][CH2:22][CH2:23][CH2:24][CH2:25]3)=[CH:28][CH:29]=2)[C:6]=1[C:30]1[CH:35]=[CH:34][C:33]([OH:36])=[CH:32][CH:31]=1. (8) Given the reactants [Cl:1][C:2]1[CH:7]=[C:6]([Cl:8])[CH:5]=[CH:4][C:3]=1[N:9]([CH3:29])[C:10]([C:12]1[S:21][C:20]2[C:19]3[CH:22]=[C:23]([C:26](O)=[O:27])[CH:24]=[CH:25][C:18]=3[O:17][CH2:16][CH2:15][C:14]=2[CH:13]=1)=[O:11].[CH3:30][N:31]1[CH2:36][CH2:35][NH:34][CH2:33][CH2:32]1, predict the reaction product. The product is: [Cl:1][C:2]1[CH:7]=[C:6]([Cl:8])[CH:5]=[CH:4][C:3]=1[N:9]([CH3:29])[C:10]([C:12]1[S:21][C:20]2[C:19]3[CH:22]=[C:23]([C:26]([N:34]4[CH2:35][CH2:36][N:31]([CH3:30])[CH2:32][CH2:33]4)=[O:27])[CH:24]=[CH:25][C:18]=3[O:17][CH2:16][CH2:15][C:14]=2[CH:13]=1)=[O:11].